Dataset: Reaction yield outcomes from USPTO patents with 853,638 reactions. Task: Predict the reaction yield, written as a fraction of the theoretical maximum amount of product (1.0 means a 100% yield; for example, 0.34 means a 34% yield). (1) The reactants are C[O:2][C:3](=[O:45])[C:4]1[CH:9]=[CH:8][C:7]([NH:10][C:11]([C@H:13]2[C@H:17]([C:18]3[CH:23]=[CH:22][CH:21]=[C:20]([Cl:24])[C:19]=3[F:25])[C@:16]([C:28]3[CH:33]=[CH:32][C:31]([Cl:34])=[CH:30][C:29]=3[F:35])([C:26]#[N:27])[C@H:15]([CH2:36][C:37]([CH3:40])([CH3:39])[CH3:38])[NH:14]2)=[O:12])=[CH:6][C:5]=1[C:41]([F:44])([F:43])[F:42].[OH-].[Na+]. The catalyst is CO. The product is [Cl:34][C:31]1[CH:32]=[CH:33][C:28]([C@@:16]2([C:26]#[N:27])[C@H:15]([CH2:36][C:37]([CH3:39])([CH3:38])[CH3:40])[NH:14][C@@H:13]([C:11]([NH:10][C:7]3[CH:8]=[CH:9][C:4]([C:3]([OH:45])=[O:2])=[C:5]([C:41]([F:43])([F:44])[F:42])[CH:6]=3)=[O:12])[C@@H:17]2[C:18]2[CH:23]=[CH:22][CH:21]=[C:20]([Cl:24])[C:19]=2[F:25])=[C:29]([F:35])[CH:30]=1. The yield is 0.820. (2) The catalyst is COCCOC.O. The reactants are [Br:1][C:2]1[N:7]2[CH:8]=[C:9](/[CH:11]=[CH:12]/[C:13]3[CH:22]=[CH:21][C:20]4[C:15](=[CH:16][CH:17]=[CH:18][CH:19]=4)[N:14]=3)[N:10]=[C:6]2[C:5]([N:23]2[CH2:28][CH2:27][O:26][CH2:25][CH2:24]2)=[N:4][CH:3]=1.S(NN)(C1C=CC(C)=CC=1)(=O)=O.CC([O-])=O.[Na+]. The product is [Br:1][C:2]1[N:7]2[CH:8]=[C:9]([CH2:11][CH2:12][C:13]3[CH:22]=[CH:21][C:20]4[C:15](=[CH:16][CH:17]=[CH:18][CH:19]=4)[N:14]=3)[N:10]=[C:6]2[C:5]([N:23]2[CH2:28][CH2:27][O:26][CH2:25][CH2:24]2)=[N:4][CH:3]=1. The yield is 0.670. (3) The catalyst is C1COCC1.CO.O. The yield is 0.890. The product is [CH2:3]([O:10][C:11]1[CH:12]=[CH:13][C:14]([C@@H:22]([O:39][Si:40]([C:43]([CH3:46])([CH3:45])[CH3:44])([CH3:42])[CH3:41])[CH2:23][NH:24][C:25]([CH3:38])([CH3:37])[CH2:26][C:27]2[CH:28]=[C:29]([CH:34]=[CH:35][CH:36]=2)[C:30]([OH:32])=[O:31])=[C:15]2[C:20]=1[NH:19][C:18](=[O:21])[CH:17]=[CH:16]2)[C:4]1[CH:5]=[CH:6][CH:7]=[CH:8][CH:9]=1. The reactants are [Li+].[OH-].[CH2:3]([O:10][C:11]1[CH:12]=[CH:13][C:14]([C@@H:22]([O:39][Si:40]([C:43]([CH3:46])([CH3:45])[CH3:44])([CH3:42])[CH3:41])[CH2:23][NH:24][C:25]([CH3:38])([CH3:37])[CH2:26][C:27]2[CH:28]=[C:29]([CH:34]=[CH:35][CH:36]=2)[C:30]([O:32]C)=[O:31])=[C:15]2[C:20]=1[NH:19][C:18](=[O:21])[CH:17]=[CH:16]2)[C:4]1[CH:9]=[CH:8][CH:7]=[CH:6][CH:5]=1.Cl. (4) The reactants are [Cl:1][C:2]1[CH:17]=[CH:16][C:5]([O:6][CH2:7][CH2:8][CH2:9][C:10]2[N:14]=[C:13]([NH2:15])[NH:12][N:11]=2)=[CH:4][CH:3]=1.[CH3:18][CH2:19][C:20](=O)[CH2:21][C:22](=O)[CH2:23][CH3:24]. No catalyst specified. The product is [Cl:1][C:2]1[CH:3]=[CH:4][C:5]([O:6][CH2:7][CH2:8][CH2:9][C:10]2[N:14]=[C:13]3[N:15]=[C:20]([CH2:19][CH3:18])[CH:21]=[C:22]([CH2:23][CH3:24])[N:12]3[N:11]=2)=[CH:16][CH:17]=1. The yield is 0.440. (5) The reactants are CC([O-])(C)C.[K+].C1COCC1.[CH3:12][O:13][CH2:14][CH2:15][O:16][CH2:17][CH2:18][O:19][CH2:20][CH2:21][O:22][CH2:23][CH2:24][OH:25].[CH2:26](Br)[CH:27]=[CH2:28]. The catalyst is O. The product is [CH3:12][O:13][CH2:14][CH2:15][O:16][CH2:17][CH2:18][O:19][CH2:20][CH2:21][O:22][CH2:23][CH2:24][O:25][CH2:26][CH:27]=[CH2:28]. The yield is 0.470. (6) The reactants are [CH2:1]([O:8][C:9]([NH:11][C:12]1[CH:17]=[CH:16][C:15]([S:18]([NH2:21])(=[O:20])=[O:19])=[CH:14][C:13]=1[C:22]([O:24][C:25]([CH3:28])([CH3:27])[CH3:26])=[O:23])=[O:10])[C:2]1[CH:7]=[CH:6][CH:5]=[CH:4][CH:3]=1.[Cl:29][C:30]1[CH:31]=[C:32]([NH:46][C:47](OC2C=CC=CC=2)=[O:48])[C:33](=[CH:44][CH:45]=1)[C:34]([O:36][CH2:37][C:38]1[CH:43]=[CH:42][CH:41]=[CH:40][CH:39]=1)=[O:35]. The yield is 0.830. The product is [CH2:1]([O:8][C:9]([NH:11][C:12]1[CH:17]=[CH:16][C:15]([S:18]([NH:21][C:47]([NH:46][C:32]2[CH:31]=[C:30]([Cl:29])[CH:45]=[CH:44][C:33]=2[C:34]([O:36][CH2:37][C:38]2[CH:43]=[CH:42][CH:41]=[CH:40][CH:39]=2)=[O:35])=[O:48])(=[O:19])=[O:20])=[CH:14][C:13]=1[C:22]([O:24][C:25]([CH3:28])([CH3:27])[CH3:26])=[O:23])=[O:10])[C:2]1[CH:3]=[CH:4][CH:5]=[CH:6][CH:7]=1. No catalyst specified. (7) The reactants are [H-].[Na+].[Br:3][C:4]1[CH:9]=[CH:8][C:7]([C:10](=[O:17])[CH2:11][C:12]([O:14][CH2:15][CH3:16])=[O:13])=[C:6]([F:18])[C:5]=1[O:19][CH3:20].[CH:21]1([N:24]=[C:25]=[S:26])[CH2:23][CH2:22]1.[CH3:27]I. The catalyst is CN(C)C=O. The product is [Br:3][C:4]1[CH:9]=[CH:8][C:7]([C:10]([OH:17])=[C:11]([CH2:27][S:26][CH:25]=[N:24][CH:21]2[CH2:23][CH2:22]2)[C:12]([O:14][CH2:15][CH3:16])=[O:13])=[C:6]([F:18])[C:5]=1[O:19][CH3:20]. The yield is 0.760.